Dataset: Full USPTO retrosynthesis dataset with 1.9M reactions from patents (1976-2016). Task: Predict the reactants needed to synthesize the given product. (1) Given the product [Cl:1][C:2]1[CH:9]=[C:8]([O:10][C:11]2[CH:16]=[CH:15][C:14]([CH2:17][O:18][C:23]3[CH:24]=[C:25]4[N:32]([CH3:33])[CH2:31][CH2:30][N:26]4[C:27](=[O:29])[N:28]=3)=[CH:13][C:12]=2[F:19])[CH:7]=[CH:6][C:3]=1[C:4]#[N:5], predict the reactants needed to synthesize it. The reactants are: [Cl:1][C:2]1[CH:9]=[C:8]([O:10][C:11]2[CH:16]=[CH:15][C:14]([CH2:17][OH:18])=[CH:13][C:12]=2[F:19])[CH:7]=[CH:6][C:3]=1[C:4]#[N:5].[H-].[Na+].Cl[C:23]1[CH:24]=[C:25]2[N:32]([CH3:33])[CH2:31][CH2:30][N:26]2[C:27](=[O:29])[N:28]=1. (2) Given the product [CH3:32][CH:28]1[CH2:29][CH2:30][CH2:31][N:26]([CH:23]2[CH2:24][CH2:25][NH:20][CH2:21][CH2:22]2)[CH2:27]1, predict the reactants needed to synthesize it. The reactants are: ClC1C=C(Cl)C=CC=1CNC1C(C2C=CC(F)=CC=2F)=CN=C([N:20]2[CH2:25][CH2:24][CH:23]([N:26]3[CH2:31][CH2:30][CH2:29][CH:28]([CH3:32])[CH2:27]3)[CH2:22][CH2:21]2)N=1.ClC1N=C(NCC2C=CC(Cl)=CC=2Cl)C(C2C=CC(F)=CC=2F)=CN=1. (3) Given the product [C:10]([O:9][C:8]([NH:7][C@@H:3]([CH2:4][C:5]#[CH:6])[C:2]([S:15][CH3:16])=[NH:1])=[O:14])([CH3:11])([CH3:12])[CH3:13], predict the reactants needed to synthesize it. The reactants are: [NH2:1][C:2](=[S:15])[C@@H:3]([NH:7][C:8](=[O:14])[O:9][C:10]([CH3:13])([CH3:12])[CH3:11])[CH2:4][C:5]#[CH:6].[CH3:16]I. (4) Given the product [NH2:23][C:19]1[O:1][C:2]([C:13]2[CH:18]=[CH:17][CH:16]=[CH:15][CH:14]=2)=[C:3]([C:5]2[CH:10]=[CH:9][C:8]([O:11][CH3:12])=[CH:7][CH:6]=2)[C:20]=1[C:21]#[N:22], predict the reactants needed to synthesize it. The reactants are: [OH:1][CH:2]([C:13]1[CH:18]=[CH:17][CH:16]=[CH:15][CH:14]=1)[C:3]([C:5]1[CH:10]=[CH:9][C:8]([O:11][CH3:12])=[CH:7][CH:6]=1)=O.[C:19](#[N:23])[CH2:20][C:21]#[N:22].C(NCC)C.O. (5) Given the product [CH2:7]([CH:11]1[CH2:12][CH:13]([OH:18])[CH2:14][CH2:15][NH:16]1)[CH:8]([CH3:10])[CH3:9], predict the reactants needed to synthesize it. The reactants are: [H-].[H-].[H-].[H-].[Li+].[Al+3].[CH2:7]([CH:11]1[NH:16][C:15](=O)[CH2:14][C:13](=[O:18])[CH2:12]1)[CH:8]([CH3:10])[CH3:9]. (6) The reactants are: I[C:2]1[C:15]2[CH2:14][C:13]3[C:8](=[CH:9][CH:10]=[CH:11][CH:12]=3)[NH:7][C:6]=2[C:5]([C:16]([O:18][CH3:19])=[O:17])=[CH:4][CH:3]=1.[I:20]C1C=CC=C2C=1C(=O)C1C=CC=C(C(OC)=O)C=1N2.[K+].[Br-].IC1C2C(=O)C3C(=CC=CC=3)NC=2C(C(OC)=O)=CC=1.Cl.C(N(CC)CCNC(C1C2NC3C(=CC=CC=3)C(=O)C=2C(I)=CC=1)=O)C.IC1C=C2C(NC3C(C(O)=O)=CC=CC=3C2=O)=CC=1.C(N(CC)CCNC(C1C2C(=CC3C(N=2)=CC=CC=3)C(I)=CC=1)=O)C.Cl.Cl.C(N(CC)CCNC(C1C2C(=CC3C(N=2)=CC=CC=3)C=C(I)C=1)=O)C.IC1C(C(O)=O)=CC=CC=1C(O)=O.[N+](C1C=C2C(=CC=1)N=C(C(OCC)=O)C=N2)([O-])=O.C(N(CC)CCNC(C1C=CC2C(=CC=C([Sn](CCCC)(CCCC)CCCC)C=2)N=1)=O)C.IC1C=CC=C2C=1NC1C(C(O)=O)=CC=CC=1C2=O. Given the product [I:20][C:12]1[CH:11]=[CH:10][CH:9]=[C:8]2[C:13]=1[CH2:14][C:15]1[CH:2]=[CH:3][CH:4]=[C:5]([C:16]([O:18][CH3:19])=[O:17])[C:6]=1[NH:7]2, predict the reactants needed to synthesize it. (7) Given the product [OH:3][C@@H:4]1[CH2:8][CH2:7][N:6]([C:9]2[C:18]([C:19]3[N:23]([CH:24]4[CH2:29][CH2:28][CH2:27][CH2:26][O:25]4)[N:22]=[CH:21][CH:20]=3)=[CH:17][C:12]([C:13]([OH:15])=[O:14])=[CH:11][N:10]=2)[CH2:5]1, predict the reactants needed to synthesize it. The reactants are: [OH-].[Na+].[OH:3][C@@H:4]1[CH2:8][CH2:7][N:6]([C:9]2[C:18]([C:19]3[N:23]([CH:24]4[CH2:29][CH2:28][CH2:27][CH2:26][O:25]4)[N:22]=[CH:21][CH:20]=3)=[CH:17][C:12]([C:13]([O:15]C)=[O:14])=[CH:11][N:10]=2)[CH2:5]1. (8) Given the product [F:1][C:2]1[CH:7]=[CH:6][CH:5]=[CH:4][C:3]=1[C@H:8]([N:10]([CH2:33][C:34]1[CH:35]=[CH:36][C:37]([C:40]([O:42][CH3:43])=[O:41])=[CH:38][CH:39]=1)[C:11]([C@@H:13]1[CH2:22][C:21]2[C:16](=[CH:17][CH:18]=[CH:19][CH:20]=2)[CH2:15][NH:14]1)=[O:12])[CH3:9], predict the reactants needed to synthesize it. The reactants are: [F:1][C:2]1[CH:7]=[CH:6][CH:5]=[CH:4][C:3]=1[C@H:8]([N:10]([CH2:33][C:34]1[CH:39]=[CH:38][C:37]([C:40]([O:42][CH3:43])=[O:41])=[CH:36][CH:35]=1)[C:11]([C@@H:13]1[CH2:22][C:21]2[C:16](=[CH:17][CH:18]=[CH:19][CH:20]=2)[CH2:15][N:14]1C(OCC1C=CC=CC=1)=O)=[O:12])[CH3:9].